From a dataset of Reaction yield outcomes from USPTO patents with 853,638 reactions. Predict the reaction yield, written as a fraction of the theoretical maximum amount of product (1.0 means a 100% yield; for example, 0.34 means a 34% yield). (1) The reactants are Br[C:2]1[CH:7]=[CH:6][CH:5]=[CH:4][C:3]=1[CH2:8][CH3:9].[CH2:10]([CH:14]1[CH2:19][CH2:18][N:17]([CH2:20][CH2:21]CC#N)[CH2:16][CH2:15]1)[CH2:11][CH2:12][CH3:13].C(Cl)Cl.C[OH:29].CC[O:32][CH2:33]C. The catalyst is C(Cl)Cl. The product is [CH2:10]([CH:14]1[CH2:19][CH2:18][N:17]([CH2:20][CH2:21][CH2:9][C:8]([C:3]2[CH:4]=[CH:5][CH:6]=[CH:7][C:2]=2[O:32][CH3:33])=[O:29])[CH2:16][CH2:15]1)[CH2:11][CH2:12][CH3:13]. The yield is 0.900. (2) The reactants are [CH3:1][C@H:2]1[CH2:7][NH:6][CH2:5][C@@H:4]([CH3:8])[NH:3]1.Br[CH2:10][C:11]#[CH:12].N. The catalyst is C(Cl)Cl.CO.C(Cl)Cl. The product is [CH3:8][C@H:4]1[NH:3][C@@H:2]([CH3:1])[CH2:7][N:6]([CH2:12][C:11]#[CH:10])[CH2:5]1. The yield is 0.860. (3) The reactants are [CH3:1][O-:2].[Na+].C1(C)C=CC=CC=1.[CH3:11][O:12][C:13]1[C:31]([O:32][CH3:33])=[C:30]([O:34][CH3:35])[CH:29]=[C:28]([CH3:36])[C:14]=1[C:15]([C:17]1[C:22]([C:23]([F:26])([F:25])[F:24])=[CH:21][N:20]=[CH:19][C:18]=1Cl)=[O:16].CN(C)P(N(C)C)N(C)C. The catalyst is O. The product is [CH3:11][O:12][C:13]1[C:31]([O:32][CH3:33])=[C:30]([O:34][CH3:35])[CH:29]=[C:28]([CH3:36])[C:14]=1[C:15]([C:17]1[C:22]([C:23]([F:26])([F:25])[F:24])=[CH:21][N:20]=[CH:19][C:18]=1[O:2][CH3:1])=[O:16]. The yield is 0.640.